From a dataset of Catalyst prediction with 721,799 reactions and 888 catalyst types from USPTO. Predict which catalyst facilitates the given reaction. (1) Reactant: [CH3:1][O:2][C:3]([C:5]1[C:6]2[C:7](=[O:21])[CH:8]=[C:9]([C:16]([O:18][CH2:19][CH3:20])=[O:17])[NH:10][C:11]=2[C:12](Cl)=[CH:13][CH:14]=1)=[O:4].CCN(CC)CC. Product: [CH3:1][O:2][C:3]([C:5]1[C:6]2[C:7](=[O:21])[CH:8]=[C:9]([C:16]([O:18][CH2:19][CH3:20])=[O:17])[NH:10][C:11]=2[CH:12]=[CH:13][CH:14]=1)=[O:4]. The catalyst class is: 99. (2) Reactant: [CH3:1][O:2][C:3](=[O:15])[C:4]1[C:9]([N+:10]([O-:12])=[O:11])=[CH:8][CH:7]=[C:6](F)[C:5]=1[CH3:14].CS(CCO)(=O)=[O:18].[H-].[Na+]. Product: [CH3:1][O:2][C:3](=[O:15])[C:4]1[C:9]([N+:10]([O-:12])=[O:11])=[CH:8][CH:7]=[C:6]([OH:18])[C:5]=1[CH3:14]. The catalyst class is: 3. (3) Reactant: [Cl:1][C:2]1[CH:3]=[C:4]([CH:17]=[CH:18][C:19]=1[Cl:20])[CH2:5][NH:6][C:7]([NH:9][C:10]1[S:11][CH:12]=[C:13]([CH2:15]Cl)[N:14]=1)=[O:8].[Na+].[I-:22]. Product: [Cl:1][C:2]1[CH:3]=[C:4]([CH:17]=[CH:18][C:19]=1[Cl:20])[CH2:5][NH:6][C:7]([NH:9][C:10]1[S:11][CH:12]=[C:13]([CH2:15][I:22])[N:14]=1)=[O:8]. The catalyst class is: 21. (4) Reactant: Cl.N1[CH:7]=[CH:6][C:5]([CH2:8][C:9]([OH:11])=[O:10])=[CH:4]C=1.[CH3:12][CH2:13][N:14]([CH2:17][CH3:18])[CH2:15][CH3:16].[CH:19]1(N=C=NC2CCCCC2)[CH2:24]CCC[CH2:20]1.Cl[CH2:35]Cl. Product: [CH3:4][CH:5]1[C:6]2[CH:7]=[C:16]3[C:15]4=[C:19]([CH2:24][CH2:18][CH2:17][N:14]4[CH2:13][CH2:12][CH2:35]3)[C:20]=2[O:11][C:9](=[O:10])[CH2:8]1. The catalyst class is: 277. (5) Reactant: [CH2:1]([O:3][C:4]1[CH:5]=[C:6]([CH2:13][CH2:14][NH2:15])[CH:7]=[CH:8][C:9]=1[O:10][CH2:11][CH3:12])[CH3:2].[C:16]([O:20][CH3:21])(=[O:19])[C:17]#[CH:18]. Product: [CH2:1]([O:3][C:4]1[CH:5]=[C:6]([CH2:13][CH2:14][NH:15][CH:18]=[CH:17][C:16]([O:20][CH3:21])=[O:19])[CH:7]=[CH:8][C:9]=1[O:10][CH2:11][CH3:12])[CH3:2]. The catalyst class is: 4. (6) Reactant: [C:1]([O:5][C@H:6]1[C:10]([CH3:12])([CH3:11])[CH2:9][O:8][C:7]1=[O:13])(=[O:4])[CH:2]=[CH2:3].[CH2:14]=[CH:15][C:16](=[CH2:18])[CH3:17]. Product: [CH3:18][C:16]1[CH2:15][CH2:14][C@@H:2]([C:1]([O:5][C@H:6]2[C:10]([CH3:12])([CH3:11])[CH2:9][O:8][C:7]2=[O:13])=[O:4])[CH2:3][CH:17]=1. The catalyst class is: 528.